From a dataset of Forward reaction prediction with 1.9M reactions from USPTO patents (1976-2016). Predict the product of the given reaction. (1) Given the reactants [Cl:1][C:2]1[CH:3]=[C:4]([C:8]#[C:9][C:10]2[N:11]=[C:12]([CH3:23])[N:13]([C:16]3[CH:21]=[CH:20][NH:19][C:18](=[O:22])[CH:17]=3)[C:14]=2[CH3:15])[CH:5]=[CH:6][CH:7]=1.Br[CH2:25][CH2:26][O:27]C, predict the reaction product. The product is: [Cl:1][C:2]1[CH:3]=[C:4]([C:8]#[C:9][C:10]2[N:11]=[C:12]([CH3:23])[N:13]([C:16]3[CH:21]=[CH:20][N:19]([CH2:25][CH2:26][OH:27])[C:18](=[O:22])[CH:17]=3)[C:14]=2[CH3:15])[CH:5]=[CH:6][CH:7]=1. (2) Given the reactants Cl[C:2]1[N:7]=[C:6]2[CH:8]=[N:9][CH:10]=[CH:11][C:5]2=[N:4][C:3]=1[N:12]1[CH2:17][CH2:16][CH:15]([O:18][C:19]2[CH:24]=[CH:23][C:22]([F:25])=[CH:21][C:20]=2[F:26])[CH2:14][CH2:13]1.[CH:27]1([NH2:31])[CH2:30][CH2:29][CH2:28]1.O.C(#N)C, predict the reaction product. The product is: [CH:27]1([NH:31][C:2]2[N:7]=[C:6]3[CH:8]=[N:9][CH:10]=[CH:11][C:5]3=[N:4][C:3]=2[N:12]2[CH2:17][CH2:16][CH:15]([O:18][C:19]3[CH:24]=[CH:23][C:22]([F:25])=[CH:21][C:20]=3[F:26])[CH2:14][CH2:13]2)[CH2:30][CH2:29][CH2:28]1. (3) Given the reactants C(N1CCN(C2SC(C(O)=O)=C(C)N=2)C1=O)C1C=CC=CC=1.[F:23][CH:24]([F:46])[C:25]1[O:29][C:28]([CH2:30][N:31]2[CH2:35][CH2:34][N:33]([C:36]3[S:37][C:38]([C:42]([OH:44])=O)=[C:39]([CH3:41])[N:40]=3)[C:32]2=[O:45])=[CH:27][CH:26]=1.[NH2:47][CH2:48][C:49]1[CH:50]=[N:51][CH:52]=[CH:53][CH:54]=1, predict the reaction product. The product is: [F:23][CH:24]([F:46])[C:25]1[O:29][C:28]([CH2:30][N:31]2[CH2:35][CH2:34][N:33]([C:36]3[S:37][C:38]([C:42]([NH:47][CH2:48][C:49]4[CH:50]=[N:51][CH:52]=[CH:53][CH:54]=4)=[O:44])=[C:39]([CH3:41])[N:40]=3)[C:32]2=[O:45])=[CH:27][CH:26]=1.